Dataset: Forward reaction prediction with 1.9M reactions from USPTO patents (1976-2016). Task: Predict the product of the given reaction. (1) Given the reactants [F:1][C:2]1[C:7]([F:8])=[CH:6][CH:5]=[CH:4][C:3]=1[C@@H:9]1[CH2:22][CH2:21][C@@H:20]([OH:23])[C:12]2=[N:13][CH:14]=[C:15]([N+:17]([O-])=O)[CH:16]=[C:11]2[CH2:10]1, predict the reaction product. The product is: [NH2:17][C:15]1[CH:16]=[C:11]2[CH2:10][C@H:9]([C:3]3[CH:4]=[CH:5][CH:6]=[C:7]([F:8])[C:2]=3[F:1])[CH2:22][CH2:21][C@@H:20]([OH:23])[C:12]2=[N:13][CH:14]=1. (2) Given the reactants [N:1]([CH2:4][C:5]1[CH:14]=[C:13]2[C:8]([C:9]([C:16]3[CH:21]=[CH:20][CH:19]=[C:18]([F:22])[CH:17]=3)=[CH:10][C:11](=[O:15])[O:12]2)=[CH:7][CH:6]=1)=[N+:2]=[N-:3].[N+:23]([C:26]1[CH:43]=[CH:42][C:29]([C:30]([O:32][C:33]([CH2:40][CH3:41])([C:36]([F:39])([F:38])[F:37])[C:34]#[CH:35])=[O:31])=[CH:28][CH:27]=1)([O-:25])=[O:24].C1COCC1, predict the reaction product. The product is: [N+:23]([C:26]1[CH:27]=[CH:28][C:29]([C:30]([O:32][C@@:33]([C:34]2[N:3]=[N:2][N:1]([CH2:4][C:5]3[CH:14]=[C:13]4[C:8]([C:9]([C:16]5[CH:21]=[CH:20][CH:19]=[C:18]([F:22])[CH:17]=5)=[CH:10][C:11](=[O:15])[O:12]4)=[CH:7][CH:6]=3)[CH:35]=2)([C:36]([F:37])([F:38])[F:39])[CH2:40][CH3:41])=[O:31])=[CH:42][CH:43]=1)([O-:25])=[O:24]. (3) Given the reactants [CH3:1][N:2]([CH3:21])[S:3]([C:6]1[CH:7]=[C:8]2[C:12](=[CH:13][CH:14]=1)[N:11]([CH2:15][C:16]([OH:18])=[O:17])[C:10](=[O:19])[C:9]2=[O:20])(=[O:5])=[O:4].[Cl:22][C:23]1[CH:24]=[N+:25]([O-:48])[CH:26]=[C:27]([Cl:47])[C:28]=1[CH2:29][C@@H:30]([C:32]1[CH:37]=[CH:36][C:35]([O:38][CH:39]([F:41])[F:40])=[C:34]([O:42][CH2:43][CH:44]2[CH2:46][CH2:45]2)[CH:33]=1)O.C(Cl)CCl, predict the reaction product. The product is: [Cl:22][C:23]1[CH:24]=[N+:25]([O-:48])[CH:26]=[C:27]([Cl:47])[C:28]=1[CH2:29][C@@H:30]([C:32]1[CH:37]=[CH:36][C:35]([O:38][CH:39]([F:41])[F:40])=[C:34]([O:42][CH2:43][CH:44]2[CH2:46][CH2:45]2)[CH:33]=1)[O:17][C:16](=[O:18])[CH2:15][N:11]1[C:12]2[C:8](=[CH:7][C:6]([S:3](=[O:5])(=[O:4])[N:2]([CH3:21])[CH3:1])=[CH:14][CH:13]=2)[C:9](=[O:20])[C:10]1=[O:19].